Dataset: CYP2C19 inhibition data for predicting drug metabolism from PubChem BioAssay. Task: Regression/Classification. Given a drug SMILES string, predict its absorption, distribution, metabolism, or excretion properties. Task type varies by dataset: regression for continuous measurements (e.g., permeability, clearance, half-life) or binary classification for categorical outcomes (e.g., BBB penetration, CYP inhibition). Dataset: cyp2c19_veith. The drug is COCCNc1nc(-c2ccccc2CN(C)C)nc2ccccc12. The result is 0 (non-inhibitor).